Dataset: NCI-60 drug combinations with 297,098 pairs across 59 cell lines. Task: Regression. Given two drug SMILES strings and cell line genomic features, predict the synergy score measuring deviation from expected non-interaction effect. (1) Drug 1: CN(C)N=NC1=C(NC=N1)C(=O)N. Drug 2: C1=CN(C=N1)CC(O)(P(=O)(O)O)P(=O)(O)O. Cell line: OVCAR-5. Synergy scores: CSS=3.17, Synergy_ZIP=-1.28, Synergy_Bliss=0.242, Synergy_Loewe=-1.53, Synergy_HSA=-0.644. (2) Drug 1: CS(=O)(=O)CCNCC1=CC=C(O1)C2=CC3=C(C=C2)N=CN=C3NC4=CC(=C(C=C4)OCC5=CC(=CC=C5)F)Cl. Drug 2: C1=NC2=C(N1)C(=S)N=CN2. Cell line: OVCAR-8. Synergy scores: CSS=19.9, Synergy_ZIP=-6.64, Synergy_Bliss=0.658, Synergy_Loewe=-17.9, Synergy_HSA=0.967. (3) Drug 1: CC1=CC2C(CCC3(C2CCC3(C(=O)C)OC(=O)C)C)C4(C1=CC(=O)CC4)C. Drug 2: CC1=C(C(=O)C2=C(C1=O)N3CC4C(C3(C2COC(=O)N)OC)N4)N. Cell line: SF-268. Synergy scores: CSS=33.4, Synergy_ZIP=15.4, Synergy_Bliss=17.0, Synergy_Loewe=-7.67, Synergy_HSA=12.6. (4) Drug 1: CC1=C2C(C(=O)C3(C(CC4C(C3C(C(C2(C)C)(CC1OC(=O)C(C(C5=CC=CC=C5)NC(=O)OC(C)(C)C)O)O)OC(=O)C6=CC=CC=C6)(CO4)OC(=O)C)O)C)O. Drug 2: C1C(C(OC1N2C=NC3=C2NC=NCC3O)CO)O. Cell line: 786-0. Synergy scores: CSS=2.17, Synergy_ZIP=-2.06, Synergy_Bliss=1.58, Synergy_Loewe=-12.1, Synergy_HSA=-2.46. (5) Drug 1: CC1C(C(CC(O1)OC2CC(CC3=C2C(=C4C(=C3O)C(=O)C5=C(C4=O)C(=CC=C5)OC)O)(C(=O)CO)O)N)O.Cl. Drug 2: CN(CC1=CN=C2C(=N1)C(=NC(=N2)N)N)C3=CC=C(C=C3)C(=O)NC(CCC(=O)O)C(=O)O. Cell line: HCC-2998. Synergy scores: CSS=26.3, Synergy_ZIP=-5.03, Synergy_Bliss=0.907, Synergy_Loewe=-17.4, Synergy_HSA=0.242. (6) Drug 1: B(C(CC(C)C)NC(=O)C(CC1=CC=CC=C1)NC(=O)C2=NC=CN=C2)(O)O. Drug 2: N.N.Cl[Pt+2]Cl. Cell line: SF-539. Synergy scores: CSS=79.6, Synergy_ZIP=3.84, Synergy_Bliss=5.60, Synergy_Loewe=-1.05, Synergy_HSA=0.573.